From a dataset of Catalyst prediction with 721,799 reactions and 888 catalyst types from USPTO. Predict which catalyst facilitates the given reaction. (1) Reactant: [CH3:1][N:2]1[C:6]([C:7]2[CH:12]=[CH:11][CH:10]=[CH:9][CH:8]=2)=[N:5][C:4]([C:13]2[CH:22]=[CH:21][C:16]([C:17]([O:19]C)=[O:18])=[CH:15][CH:14]=2)=[N:3]1.[OH-].[Na+].O1CCCC1.Cl. Product: [CH3:1][N:2]1[C:6]([C:7]2[CH:8]=[CH:9][CH:10]=[CH:11][CH:12]=2)=[N:5][C:4]([C:13]2[CH:14]=[CH:15][C:16]([C:17]([OH:19])=[O:18])=[CH:21][CH:22]=2)=[N:3]1. The catalyst class is: 5. (2) Reactant: [NH:1]1[CH2:6][CH2:5][CH:4]([N:7]2[C:15]3[C:10](=[CH:11][CH:12]=[C:13]([NH2:16])[CH:14]=3)[CH:9]=[N:8]2)[CH2:3][CH2:2]1.Br[CH2:18][C:19]1[CH:24]=[CH:23][C:22]([C:25]([OH:34])([C:30]([F:33])([F:32])[F:31])[C:26]([F:29])([F:28])[F:27])=[CH:21][CH:20]=1.C(=O)([O-])[O-].[K+].[K+]. Product: [NH2:16][C:13]1[CH:14]=[C:15]2[C:10]([CH:9]=[N:8][N:7]2[CH:4]2[CH2:3][CH2:2][N:1]([CH2:18][C:19]3[CH:20]=[CH:21][C:22]([C:25]([OH:34])([C:26]([F:27])([F:28])[F:29])[C:30]([F:31])([F:32])[F:33])=[CH:23][CH:24]=3)[CH2:6][CH2:5]2)=[CH:11][CH:12]=1. The catalyst class is: 10. (3) Reactant: [N:1]1([N:6]=[C:7]2[CH:12]=[CH:11][C:10]([NH:13][C:14](=[O:33])[CH:15]([C:27]3[CH:32]=[CH:31][CH:30]=[CH:29][CH:28]=3)[NH:16][C:17]([NH:19][C:20]3[CH:25]=[CH:24][C:23](Br)=[CH:22][CH:21]=3)=[S:18])=[CH:9][CH2:8]2)[CH2:5][CH2:4][CH2:3][CH2:2]1.[F:34]C1C=CC(N=C=S)=CC=1. Product: [N:1]1([N:6]=[C:7]2[CH:12]=[CH:11][C:10]([NH:13][C:14](=[O:33])[CH:15]([C:27]3[CH:32]=[CH:31][CH:30]=[CH:29][CH:28]=3)[NH:16][C:17]([NH:19][C:20]3[CH:25]=[CH:24][C:23]([F:34])=[CH:22][CH:21]=3)=[S:18])=[CH:9][CH2:8]2)[CH2:5][CH2:4][CH2:3][CH2:2]1. The catalyst class is: 1. (4) Reactant: [CH3:1][C:2]1[C:10]([CH:11]2[O:15][N:14]=[C:13]([CH3:16])[CH2:12]2)=[C:9]([S:17]([CH3:20])(=[O:19])=[O:18])[CH:8]=[CH:7][C:3]=1[C:4](Cl)=[O:5].[OH:21][C:22]1[CH2:27][CH2:26][CH2:25][C:24](=[O:28])[CH:23]=1.C(N(CC)CC)C.C[Si](C#N)(C)C. Product: [CH3:1][C:2]1[C:10]([CH:11]2[O:15][N:14]=[C:13]([CH3:16])[CH2:12]2)=[C:9]([S:17]([CH3:20])(=[O:19])=[O:18])[CH:8]=[CH:7][C:3]=1[C:4]([C:23]1[C:22](=[O:21])[CH2:27][CH2:26][CH2:25][C:24]=1[OH:28])=[O:5]. The catalyst class is: 47. (5) Reactant: C(N(CC)CC)C.Cl.[CH2:9]([C:16]([OH:18])=O)[CH2:10][C:11]1[N:15]=[CH:14][NH:13][CH:12]=1.CN(C(ON1N=NC2C=CC=CC1=2)=[N+](C)C)C.[B-](F)(F)(F)F.FC(F)(F)C(O)=O.[NH2:48][CH:49]([CH:68]([OH:77])[C:69]1[CH:74]=[CH:73][C:72]([O:75][CH3:76])=[CH:71][CH:70]=1)[C:50]([N:52]1[CH2:55][C:54]([O:63][CH2:64][CH2:65][CH2:66][CH3:67])([C:56]2[CH:61]=[CH:60][CH:59]=[CH:58][C:57]=2[CH3:62])[CH2:53]1)=[O:51].[OH-].[Na+]. Product: [CH2:64]([O:63][C:54]1([C:56]2[CH:61]=[CH:60][CH:59]=[CH:58][C:57]=2[CH3:62])[CH2:53][N:52]([C:50]([CH:49]([NH:48][C:16](=[O:18])[CH2:9][CH2:10][C:11]2[N:15]=[CH:14][NH:13][CH:12]=2)[CH:68]([OH:77])[C:69]2[CH:74]=[CH:73][C:72]([O:75][CH3:76])=[CH:71][CH:70]=2)=[O:51])[CH2:55]1)[CH2:65][CH2:66][CH3:67]. The catalyst class is: 9. (6) Reactant: [I:1][C:2]1[CH:11]=[CH:10][C:5]([C:6]([O:8]C)=[O:7])=[CH:4][C:3]=1[O:12][CH3:13].[OH-].[Na+].O. Product: [I:1][C:2]1[CH:11]=[CH:10][C:5]([C:6]([OH:8])=[O:7])=[CH:4][C:3]=1[O:12][CH3:13]. The catalyst class is: 5. (7) Reactant: CC1C=CC(S(O[C:12]2[C:21]3[C:20](=[O:22])[N:19]([CH:23]4[CH2:25][CH2:24]4)[C:18](=[O:26])[N:17]([C:27]4[CH:32]=[CH:31][C:30]([I:33])=[CH:29][C:28]=4[F:34])[C:16]=3[N:15]([CH3:35])[C:14](=[O:36])[C:13]=2[CH3:37])(=O)=O)=CC=1.[NH2:38][C:39]1[CH:40]=[C:41]([N:45]2[CH2:48][CH:47]([OH:49])[CH2:46]2)[CH:42]=[CH:43][CH:44]=1.N1C(C)=CC=CC=1C. Product: [CH:23]1([N:19]2[C:20](=[O:22])[C:21]3[C:12]([NH:38][C:39]4[CH:44]=[CH:43][CH:42]=[C:41]([N:45]5[CH2:46][CH:47]([OH:49])[CH2:48]5)[CH:40]=4)=[C:13]([CH3:37])[C:14](=[O:36])[N:15]([CH3:35])[C:16]=3[N:17]([C:27]3[CH:32]=[CH:31][C:30]([I:33])=[CH:29][C:28]=3[F:34])[C:18]2=[O:26])[CH2:24][CH2:25]1. The catalyst class is: 44.